From a dataset of Forward reaction prediction with 1.9M reactions from USPTO patents (1976-2016). Predict the product of the given reaction. (1) Given the reactants [Cl:1][C:2]1[C:3]([C:8]([F:11])([F:10])[F:9])=[N:4][NH:5][C:6]=1[CH3:7].Br[CH2:13][C:14]([O:16]CC)=[O:15].C(=O)([O-])[O-].[K+].[K+], predict the reaction product. The product is: [Cl:1][C:2]1[C:3]([C:8]([F:9])([F:11])[F:10])=[N:4][N:5]([CH2:13][C:14]([OH:16])=[O:15])[C:6]=1[CH3:7]. (2) Given the reactants [CH3:1][C:2]1[N:3]([C:8]2[CH:9]=[C:10]([C:15]3[C:16](=[O:21])[NH:17][N:18]=[CH:19][CH:20]=3)[CH:11]=[CH:12][C:13]=2[CH3:14])[C:4]([CH3:7])=[CH:5][CH:6]=1.[CH3:22][Si](C)(C)N[Si](C)(C)C.[K].CI.O, predict the reaction product. The product is: [CH3:7][C:4]1[N:3]([C:8]2[CH:9]=[C:10]([C:15]3[C:16](=[O:21])[N:17]([CH3:22])[N:18]=[CH:19][CH:20]=3)[CH:11]=[CH:12][C:13]=2[CH3:14])[C:2]([CH3:1])=[CH:6][CH:5]=1. (3) Given the reactants [CH3:1][C:2]1[CH:3]=[CH:4][C:5]([N:11]2[N:15]=[CH:14][CH:13]=[N:12]2)=[C:6]([CH:10]=1)[C:7]([OH:9])=O.[Cl:16][C:17]1[CH:32]=[CH:31][C:20]2[N:21]=[C:22]([CH2:24][CH:25]3[CH2:29][CH2:28][CH2:27][CH:26]3[NH2:30])[S:23][C:19]=2[CH:18]=1.CCN(C(C)C)C(C)C.CN(C(ON1N=NC2C=CC=CC1=2)=[N+](C)C)C.[B-](F)(F)(F)F, predict the reaction product. The product is: [Cl:16][C:17]1[CH:32]=[CH:31][C:20]2[N:21]=[C:22]([CH2:24][CH:25]3[CH2:29][CH2:28][CH2:27][CH:26]3[NH:30][C:7](=[O:9])[C:6]3[CH:10]=[C:2]([CH3:1])[CH:3]=[CH:4][C:5]=3[N:11]3[N:15]=[CH:14][CH:13]=[N:12]3)[S:23][C:19]=2[CH:18]=1. (4) Given the reactants [CH2:1]([O:9][C:10]1[CH:15]=[CH:14][C:13]([CH:16]2[CH2:21][CH2:20][CH2:19][C:18](=O)[CH2:17]2)=[CH:12][CH:11]=1)[CH2:2][CH2:3][CH2:4][CH2:5][CH2:6][CH2:7][CH3:8].[NH:23]1[CH2:28][CH2:27][CH:26]([C:29]([O:31][CH2:32][CH3:33])=[O:30])[CH2:25][CH2:24]1.CC(O)=O.[BH-](OC(C)=O)(OC(C)=O)OC(C)=O.[Na+], predict the reaction product. The product is: [CH2:1]([O:9][C:10]1[CH:15]=[CH:14][C:13]([CH:16]2[CH2:21][CH2:20][CH2:19][CH:18]([N:23]3[CH2:28][CH2:27][CH:26]([C:29]([O:31][CH2:32][CH3:33])=[O:30])[CH2:25][CH2:24]3)[CH2:17]2)=[CH:12][CH:11]=1)[CH2:2][CH2:3][CH2:4][CH2:5][CH2:6][CH2:7][CH3:8]. (5) Given the reactants Br[C:2]1[CH:3]=[CH:4][C:5]([C:8]([O:10][CH3:11])=[O:9])=[N:6][CH:7]=1.[Br-].[CH:13]1([Zn+])[CH2:15][CH2:14]1, predict the reaction product. The product is: [CH:13]1([C:2]2[CH:3]=[CH:4][C:5]([C:8]([O:10][CH3:11])=[O:9])=[N:6][CH:7]=2)[CH2:15][CH2:14]1. (6) The product is: [F:30][C:11]1[CH:12]=[C:13]([O:17][C@H:18]2[CH2:23][CH2:22][CH2:21][CH2:20][C@@H:19]2[C:24]2[N:28]([CH3:29])[N:27]=[CH:26][CH:25]=2)[C:14]([F:16])=[CH:15][C:10]=1[S:7]([NH:6][C:31]1[S:35][N:34]=[CH:33][N:32]=1)(=[O:8])=[O:9]. Given the reactants COC1C=C(OC)C=CC=1C[N:6]([C:31]1[S:35][N:34]=[CH:33][N:32]=1)[S:7]([C:10]1[CH:15]=[C:14]([F:16])[C:13]([O:17][C@H:18]2[CH2:23][CH2:22][CH2:21][CH2:20][C@@H:19]2[C:24]2[N:28]([CH3:29])[N:27]=[CH:26][CH:25]=2)=[CH:12][C:11]=1[F:30])(=[O:9])=[O:8].C([SiH](CC)CC)C.FC(F)(F)C(O)=O, predict the reaction product. (7) The product is: [CH2:17]([NH:24][CH:11]([C:7]1[N:6]([CH2:5][C:4]2[CH:3]=[C:2]([Cl:1])[CH:15]=[C:14]([Cl:16])[CH:13]=2)[CH:10]=[CH:9][N:8]=1)[CH3:25])[C:18]1[CH:23]=[CH:22][CH:21]=[CH:20][CH:19]=1. Given the reactants [Cl:1][C:2]1[CH:3]=[C:4]([CH:13]=[C:14]([Cl:16])[CH:15]=1)[CH2:5][N:6]1[CH:10]=[CH:9][N:8]=[C:7]1[CH:11]=O.[CH2:17]([NH2:24])[C:18]1[CH:23]=[CH:22][CH:21]=[CH:20][CH:19]=1.[CH:25]1C=CC=CC=1, predict the reaction product. (8) Given the reactants [Cl:1][C:2]1[CH:7]=[CH:6][C:5]([NH:8]C(=O)C(C)(C)C)=[CH:4][CH:3]=1.C([Li])CCC.[F:20][C:21]([F:31])([F:30])[C:22](N1CCOCC1)=[O:23], predict the reaction product. The product is: [NH2:8][C:5]1[CH:4]=[CH:3][C:2]([Cl:1])=[CH:7][C:6]=1[C:22](=[O:23])[C:21]([F:31])([F:30])[F:20].